Dataset: Full USPTO retrosynthesis dataset with 1.9M reactions from patents (1976-2016). Task: Predict the reactants needed to synthesize the given product. (1) Given the product [NH2:1][C:2]1[S:3][C:4]([C:13]([NH:16][OH:17])=[NH:14])=[C:5]([C:7]2[CH:12]=[CH:11][CH:10]=[CH:9][CH:8]=2)[N:6]=1, predict the reactants needed to synthesize it. The reactants are: [NH2:1][C:2]1[S:3][C:4]([C:13]#[N:14])=[C:5]([C:7]2[CH:12]=[CH:11][CH:10]=[CH:9][CH:8]=2)[N:6]=1.Cl.[NH2:16][OH:17].C(=O)([O-])[O-].[K+].[K+]. (2) Given the product [C:12]([O:16][C:17](=[O:18])[NH:11][C:10]1[C:4]2[C:5](=[N:6][CH:7]=[C:2]([Br:1])[CH:3]=2)[NH:8][N:9]=1)([CH3:15])([CH3:14])[CH3:13], predict the reactants needed to synthesize it. The reactants are: [Br:1][C:2]1[CH:3]=[C:4]2[C:10]([NH2:11])=[N:9][NH:8][C:5]2=[N:6][CH:7]=1.[C:12]([O:16][C:17](O[C:17]([O:16][C:12]([CH3:15])([CH3:14])[CH3:13])=[O:18])=[O:18])([CH3:15])([CH3:14])[CH3:13].N1C=CC=CC=1. (3) Given the product [O:25]=[C:6]1[C:7]2([CH2:17][O:16][C:15]3[CH:18]=[C:19]4[C:23](=[CH:24][C:14]2=3)[CH2:22][CH2:21][O:20]4)[C:8]2[C:13](=[CH:12][CH:11]=[CH:10][CH:9]=2)[N:5]1[CH2:4][CH2:3][CH2:2][NH:1][C:38](=[O:39])[C:37]1[CH:41]=[CH:42][CH:43]=[CH:44][C:36]=1[O:35][C:34]([F:33])([F:45])[F:46], predict the reactants needed to synthesize it. The reactants are: [NH2:1][CH2:2][CH2:3][CH2:4][N:5]1[C:13]2[C:8](=[CH:9][CH:10]=[CH:11][CH:12]=2)[C:7]2([CH2:17][O:16][C:15]3[CH:18]=[C:19]4[C:23](=[CH:24][C:14]2=3)[CH2:22][CH2:21][O:20]4)[C:6]1=[O:25].C(N(CC)CC)C.[F:33][C:34]([F:46])([F:45])[O:35][C:36]1[CH:44]=[CH:43][CH:42]=[CH:41][C:37]=1[C:38](Cl)=[O:39]. (4) Given the product [CH2:1]([NH:4][C:5]1[C:6]([CH3:18])=[C:7]([CH:11]=[CH:12][C:13]=1[S:14]([CH3:17])(=[O:16])=[O:15])[C:8]([C:21]1[CH:22]=[N:23][N:24]([CH3:25])[C:20]=1[OH:19])=[O:10])[CH:2]=[CH2:3], predict the reactants needed to synthesize it. The reactants are: [CH2:1]([NH:4][C:5]1[C:6]([CH3:18])=[C:7]([CH:11]=[CH:12][C:13]=1[S:14]([CH3:17])(=[O:16])=[O:15])[C:8]([OH:10])=O)[CH:2]=[CH2:3].[OH:19][C:20]1[N:24]([CH3:25])[N:23]=[CH:22][CH:21]=1.Cl.CN(C)CCCN=C=NCC.CCN(CC)CC.[Si](C#N)(C)(C)C.[C-]#N.[K+]. (5) Given the product [Cl:12][C:13]1[CH:14]=[C:15]([CH:20]=[CH:21][C:22]=1[Cl:23])[CH2:16][NH:17][C:18]([NH:11][C:6]1[CH:7]=[CH:8][CH:9]=[C:10]2[C:5]=1[CH:4]=[N:3][N:2]2[CH3:1])=[O:19], predict the reactants needed to synthesize it. The reactants are: [CH3:1][N:2]1[C:10]2[CH:9]=[CH:8][CH:7]=[C:6]([NH2:11])[C:5]=2[CH:4]=[N:3]1.[Cl:12][C:13]1[CH:14]=[C:15]([CH:20]=[CH:21][C:22]=1[Cl:23])[CH2:16][N:17]=[C:18]=[O:19].